Dataset: Full USPTO retrosynthesis dataset with 1.9M reactions from patents (1976-2016). Task: Predict the reactants needed to synthesize the given product. (1) Given the product [NH2:36][C:20]1[CH2:21][C:22]([C:37]([N:1]([CH2:5][CH2:31][CH2:29][OH:30])[CH2:2][CH2:3][CH3:4])=[O:38])=[CH:23][C:17]2[CH:16]=[CH:15][C:14]([C:11]3[CH:12]=[CH:13][C:8]([C:6]([N:1]4[CH2:5][CH2:4][CH2:3][CH2:2]4)=[O:7])=[CH:9][CH:10]=3)=[CH:28][C:18]=2[N:19]=1, predict the reactants needed to synthesize it. The reactants are: [N:1]1([C:6]([C:8]2[CH:13]=[CH:12][C:11]([C:14]3[CH:15]=[CH:16][C:17]4[CH:23]=[CH:22][CH2:21][C:20](NC(=O)[O-])=[N:19][C:18]=4[CH:28]=3)=[CH:10][CH:9]=2)=[O:7])[CH2:5][CH2:4][CH2:3][CH2:2]1.[C:29](O)([C:31](F)(F)F)=[O:30].[NH3:36].[CH3:37][OH:38]. (2) Given the product [C:16]1([CH2:15][O:1][C:2]2[CH:3]=[CH:4][C:5]([CH2:8][CH2:9][C:10]([O:12][CH3:13])=[O:11])=[CH:6][CH:7]=2)[CH:21]=[CH:20][CH:19]=[CH:18][CH:17]=1, predict the reactants needed to synthesize it. The reactants are: [OH:1][C:2]1[CH:7]=[CH:6][C:5]([CH2:8][CH2:9][C:10]([O:12][CH3:13])=[O:11])=[CH:4][CH:3]=1.Br[CH2:15][C:16]1[CH:21]=[CH:20][CH:19]=[CH:18][CH:17]=1.C(=O)([O-])[O-].[Cs+].[Cs+].O. (3) Given the product [Cl:1][C:2]1[CH:7]=[C:6]([NH:8][C:9]2[CH:14]=[CH:13][C:12]([F:15])=[CH:11][C:10]=2[F:16])[CH:5]=[CH:4][C:3]=1[C:17]([C:19]1[CH:24]=[C:23]([N:25]2[CH:29]=[C:28]([CH2:30][CH2:31][N:32]([CH2:33][CH3:34])[CH2:37][CH3:36])[N:27]=[N:26]2)[CH:22]=[CH:21][C:20]=1[CH3:38])=[O:18], predict the reactants needed to synthesize it. The reactants are: [Cl:1][C:2]1[CH:7]=[C:6]([NH:8][C:9]2[CH:14]=[CH:13][C:12]([F:15])=[CH:11][C:10]=2[F:16])[CH:5]=[CH:4][C:3]=1[C:17]([C:19]1[CH:24]=[C:23]([N:25]2[CH:29]=[C:28]([CH2:30][CH2:31][N:32]3[CH2:37][CH2:36]O[CH2:34][CH2:33]3)[N:27]=[N:26]2)[CH:22]=[CH:21][C:20]=1[CH3:38])=[O:18].ClC1C=C(NC2C=CC(F)=CC=2F)C=CC=1C(C1C=C(N2C=C(CCOS(C3C=CC(C)=CC=3)(=O)=O)N=N2)C=CC=1C)=O.C(NCC)C. (4) Given the product [C:1]1([C:7]2([CH2:20][O:21][CH2:22][C:23]3[CH:24]=[C:25]([N:33]4[C:34]([C:35]([F:37])([F:38])[F:36])=[N:61][N:60]=[N:59]4)[CH:26]=[C:27]([C:29]([F:31])([F:30])[F:32])[CH:28]=3)[CH2:12][CH2:11][N:10]([C:13]([O:15][C:16]([CH3:18])([CH3:17])[CH3:19])=[O:14])[CH2:9][CH2:8]2)[CH:2]=[CH:3][CH:4]=[CH:5][CH:6]=1, predict the reactants needed to synthesize it. The reactants are: [C:1]1([C:7]2([CH2:20][O:21][CH2:22][C:23]3[CH:28]=[C:27]([C:29]([F:32])([F:31])[F:30])[CH:26]=[C:25]([NH:33][C:34](=O)[C:35]([F:38])([F:37])[F:36])[CH:24]=3)[CH2:12][CH2:11][N:10]([C:13]([O:15][C:16]([CH3:19])([CH3:18])[CH3:17])=[O:14])[CH2:9][CH2:8]2)[CH:6]=[CH:5][CH:4]=[CH:3][CH:2]=1.C1(P(C2C=CC=CC=2)C2C=CC=CC=2)C=CC=CC=1.[N-:59]=[N+:60]=[N-:61].[Na+]. (5) Given the product [O:1]1[C:5]2[CH:6]=[CH:7][C:8]([C:10]3([C:13]([NH:15][C:16]4[CH:17]=[N:18][C:19]([C:22]5[CH:27]=[CH:26][CH:25]=[CH:24][C:23]=5[Cl:28])=[CH:20][CH:21]=4)=[O:14])[CH2:12][CH2:11]3)=[CH:9][C:4]=2[O:3][CH2:2]1, predict the reactants needed to synthesize it. The reactants are: [O:1]1[C:5]2[CH:6]=[CH:7][C:8]([C:10]3([C:13]([NH:15][C:16]4[CH:17]=[N:18][C:19]([C:22]5[CH:27]=[CH:26][CH:25]=[CH:24][CH:23]=5)=[CH:20][CH:21]=4)=[O:14])[CH2:12][CH2:11]3)=[CH:9][C:4]=2[O:3][CH2:2]1.[Cl:28]C1C=CC=CC=1B(O)O.O1C2C=CC(C3(C(NC4C=NC(Br)=CC=4)=O)CC3)=CC=2OC1. (6) Given the product [CH3:64][S:65]([CH2:68][C@H:69]([NH:71][C:21]([C:20]1[C:14]2[C:15](=[N:16][CH:17]=[C:12]([C:6]3[C:5]4[C:9](=[CH:10][C:2]([Cl:1])=[CH:3][CH:4]=4)[N:8]([CH3:11])[N:7]=3)[N:13]=2)[N:18]([CH2:24][O:25][CH2:26][CH2:27][Si:28]([CH3:29])([CH3:30])[CH3:31])[CH:19]=1)=[O:22])[CH3:70])(=[O:67])=[O:66], predict the reactants needed to synthesize it. The reactants are: [Cl:1][C:2]1[CH:10]=[C:9]2[C:5]([C:6]([C:12]3[N:13]=[C:14]4[C:20]([C:21](O)=[O:22])=[CH:19][N:18]([CH2:24][O:25][CH2:26][CH2:27][Si:28]([CH3:31])([CH3:30])[CH3:29])[C:15]4=[N:16][CH:17]=3)=[N:7][N:8]2[CH3:11])=[CH:4][CH:3]=1.F[B-](F)(F)F.N1(OC(N(C)C)=[N+](C)C)C2C=CC=CC=2N=N1.C(N(CC)C(C)C)(C)C.Cl.[CH3:64][S:65]([CH2:68][C@H:69]([NH2:71])[CH3:70])(=[O:67])=[O:66].